Task: Regression. Given two drug SMILES strings and cell line genomic features, predict the synergy score measuring deviation from expected non-interaction effect.. Dataset: NCI-60 drug combinations with 297,098 pairs across 59 cell lines (1) Drug 1: C1=CC(=CC=C1CCCC(=O)O)N(CCCl)CCCl. Drug 2: C1=NC2=C(N=C(N=C2N1C3C(C(C(O3)CO)O)F)Cl)N. Cell line: HCT116. Synergy scores: CSS=60.3, Synergy_ZIP=-10.8, Synergy_Bliss=-10.0, Synergy_Loewe=-11.0, Synergy_HSA=-7.23. (2) Drug 2: CCC1=C2CN3C(=CC4=C(C3=O)COC(=O)C4(CC)O)C2=NC5=C1C=C(C=C5)O. Synergy scores: CSS=40.8, Synergy_ZIP=5.26, Synergy_Bliss=4.54, Synergy_Loewe=-29.2, Synergy_HSA=4.25. Drug 1: CCCCCOC(=O)NC1=NC(=O)N(C=C1F)C2C(C(C(O2)C)O)O. Cell line: SF-295.